Dataset: Reaction yield outcomes from USPTO patents with 853,638 reactions. Task: Predict the reaction yield, written as a fraction of the theoretical maximum amount of product (1.0 means a 100% yield; for example, 0.34 means a 34% yield). The reactants are OC1C=C2C(C=C(C(O)=O)C=N2)=CC=1.C[O:16][C:17]1[CH:26]=[C:25]2[C:20]([CH:21]=[C:22]([C:27]([O:29][CH2:30][CH3:31])=[O:28])[CH:23]=[N:24]2)=[CH:19][CH:18]=1. The catalyst is Br. The product is [OH:16][C:17]1[CH:26]=[C:25]2[C:20]([CH:21]=[C:22]([C:27]([O:29][CH2:30][CH3:31])=[O:28])[CH:23]=[N:24]2)=[CH:19][CH:18]=1. The yield is 0.900.